Task: Predict the reactants needed to synthesize the given product.. Dataset: Full USPTO retrosynthesis dataset with 1.9M reactions from patents (1976-2016) (1) Given the product [CH3:11][C:12]1[N:8]=[C:7]([C:5]2[S:6][C:2]([CH3:1])=[CH:3][CH:4]=2)[S:9][C:13]=1[C:14]([O:16][CH2:17][CH3:18])=[O:15], predict the reactants needed to synthesize it. The reactants are: [CH3:1][C:2]1[S:6][C:5]([C:7](=[S:9])[NH2:8])=[CH:4][CH:3]=1.Cl[CH2:11][C:12](=O)[CH2:13][C:14]([O:16][CH2:17][CH3:18])=[O:15]. (2) Given the product [CH:35]([O:38][C:39]([N:41]1[C:50]2[C:45](=[CH:46][C:47]([C:51]([F:52])([F:54])[F:53])=[CH:48][CH:49]=2)[C@H:44]([NH:55][CH2:20][C:19]2[CH:18]=[C:17]([C:16]([F:30])([F:29])[F:15])[CH:24]=[C:23]([C:25]([F:28])([F:27])[F:26])[CH:22]=2)[CH2:43][C@@H:42]1[CH:56]1[CH2:57][CH2:58]1)=[O:40])([CH3:37])[CH3:36], predict the reactants needed to synthesize it. The reactants are: C(O[BH-](OC(=O)C)OC(=O)C)(=O)C.[Na+].[F:15][C:16]([F:30])([F:29])[C:17]1[CH:18]=[C:19]([CH:22]=[C:23]([C:25]([F:28])([F:27])[F:26])[CH:24]=1)[CH:20]=O.C(O)(=O)C.[CH:35]([O:38][C:39]([N:41]1[C:50]2[C:45](=[CH:46][C:47]([C:51]([F:54])([F:53])[F:52])=[CH:48][CH:49]=2)[C@H:44]([NH2:55])[CH2:43][C@@H:42]1[CH:56]1[CH2:58][CH2:57]1)=[O:40])([CH3:37])[CH3:36]. (3) Given the product [F:24][CH:2]([F:1])[C:3]1[CH:4]=[CH:5][C:6]([NH:9][C@H:10]2[C@@H:15]3[CH2:16][C@@H:12]([CH2:13][NH:14]3)[CH2:11]2)=[N:7][CH:8]=1, predict the reactants needed to synthesize it. The reactants are: [F:1][CH:2]([F:24])[C:3]1[CH:4]=[CH:5][C:6]([NH:9][C@H:10]2[C@@H:15]3[CH2:16][C@@H:12]([CH2:13][N:14]3C(OC(C)(C)C)=O)[CH2:11]2)=[N:7][CH:8]=1.Cl. (4) The reactants are: Br[CH2:2][C:3]1[S:11][C:10]2[C:9]([N:12]3[CH2:17][CH2:16][O:15][CH2:14][CH2:13]3)=[N:8][C:7]([Cl:18])=[N:6][C:5]=2[CH:4]=1.Cl.[C:20]([O:24][C:25]([N:27]1[CH2:32][CH2:31][NH:30][CH2:29][C@H:28]1[CH:33]([CH3:35])[CH3:34])=[O:26])([CH3:23])([CH3:22])[CH3:21].C(=O)([O-])[O-].[K+].[K+]. Given the product [C:20]([O:24][C:25]([N:27]1[CH2:32][CH2:31][N:30]([CH2:2][C:3]2[S:11][C:10]3[C:9]([N:12]4[CH2:17][CH2:16][O:15][CH2:14][CH2:13]4)=[N:8][C:7]([Cl:18])=[N:6][C:5]=3[CH:4]=2)[CH2:29][C@H:28]1[CH:33]([CH3:35])[CH3:34])=[O:26])([CH3:23])([CH3:22])[CH3:21], predict the reactants needed to synthesize it. (5) Given the product [CH3:78][O:77][C:74]([C:7]1[CH:6]=[C:5]2[C:10](=[CH:9][CH:8]=1)[N:2]([CH3:1])[CH:3]=[C:4]2[C:19]1[N:27]([S:28]([C:31]2[CH:32]=[CH:33][C:34]([CH3:37])=[CH:35][CH:36]=2)(=[O:29])=[O:30])[C:22]2=[N:23][CH:24]=[CH:25][CH:26]=[C:21]2[CH:20]=1)=[O:76], predict the reactants needed to synthesize it. The reactants are: [CH3:1][N:2]1[C:10]2[C:5](=[CH:6][C:7](OS(C(F)(F)F)(=O)=O)=[CH:8][CH:9]=2)[C:4]([C:19]2[N:27]([S:28]([C:31]3[CH:36]=[CH:35][C:34]([CH3:37])=[CH:33][CH:32]=3)(=[O:30])=[O:29])[C:22]3=[N:23][CH:24]=[CH:25][CH:26]=[C:21]3[CH:20]=2)=[CH:3]1.CN(C)C=O.C1(P(C2C=CC=CC=2)CCCP(C2C=CC=CC=2)C2C=CC=CC=2)C=CC=CC=1.[C]=O.[C:74]([O:77][CH2:78]C)(=[O:76])C.CCCCC.